This data is from Reaction yield outcomes from USPTO patents with 853,638 reactions. The task is: Predict the reaction yield, written as a fraction of the theoretical maximum amount of product (1.0 means a 100% yield; for example, 0.34 means a 34% yield). The yield is 0.990. The reactants are [F:1][C:2]1[CH:7]=[CH:6][C:5]([CH2:8][C:9]([OH:11])=O)=[CH:4][CH:3]=1.CN(C)C=O.C(Cl)(=O)C([Cl:20])=O. The product is [F:1][C:2]1[CH:7]=[CH:6][C:5]([CH2:8][C:9]([Cl:20])=[O:11])=[CH:4][CH:3]=1. The catalyst is C1(C)C=CC=CC=1.